This data is from Catalyst prediction with 721,799 reactions and 888 catalyst types from USPTO. The task is: Predict which catalyst facilitates the given reaction. (1) Reactant: COC1C=CC(C[N:8]2[C:16]3[C:11](=[CH:12][CH:13]=[C:14]([N:17]4[CH2:22][CH2:21][N:20]([CH3:23])[CH2:19][CH2:18]4)[CH:15]=3)[CH:10]=[N:9]2)=CC=1.C(O)(C(F)(F)F)=O.N.O. Product: [CH3:23][N:20]1[CH2:19][CH2:18][N:17]([C:14]2[CH:15]=[C:16]3[C:11]([CH:10]=[N:9][NH:8]3)=[CH:12][CH:13]=2)[CH2:22][CH2:21]1. The catalyst class is: 6. (2) Reactant: [C:1]([N:5]1[C:9]2=[N:10][C:11](Cl)=[N:12][C:13]([NH:14][CH:15]3[CH2:20][CH2:19][O:18][CH2:17][CH2:16]3)=[C:8]2[CH:7]=[N:6]1)([CH3:4])([CH3:3])[CH3:2].[Si:22]([O:29][CH:30]([CH2:41][O:42][C:43]1[CH:48]=[CH:47][CH:46]=[C:45](B2OC(C)(C)C(C)(C)O2)[CH:44]=1)[CH2:31][N:32]([CH3:40])[C:33](=[O:39])[O:34][C:35]([CH3:38])([CH3:37])[CH3:36])([C:25]([CH3:28])([CH3:27])[CH3:26])([CH3:24])[CH3:23].C([O-])(O)=O.[Na+]. Product: [C:35]([O:34][C:33](=[O:39])[N:32]([CH2:31][CH:30]([O:29][Si:22]([C:25]([CH3:28])([CH3:27])[CH3:26])([CH3:23])[CH3:24])[CH2:41][O:42][C:43]1[CH:44]=[CH:45][CH:46]=[C:47]([C:11]2[N:10]=[C:9]3[N:5]([C:1]([CH3:4])([CH3:3])[CH3:2])[N:6]=[CH:7][C:8]3=[C:13]([NH:14][CH:15]3[CH2:20][CH2:19][O:18][CH2:17][CH2:16]3)[N:12]=2)[CH:48]=1)[CH3:40])([CH3:36])([CH3:38])[CH3:37]. The catalyst class is: 70. (3) Reactant: [CH3:1][NH:2][CH2:3][CH2:4][OH:5].[CH3:18][C:17]([O:16][C:14](O[C:14]([O:16][C:17]([CH3:20])([CH3:19])[CH3:18])=[O:15])=[O:15])([CH3:20])[CH3:19]. Product: [OH:5][CH2:4][CH2:3][N:2]([CH3:1])[C:14](=[O:15])[O:16][C:17]([CH3:18])([CH3:19])[CH3:20]. The catalyst class is: 2. (4) Reactant: Cl.C(O[CH:5]([C:7]1[CH:8]=[C:9]2[C:13](=[CH:14][CH:15]=1)[NH:12][N:11]=[C:10]2[C:16]1[CH:21]=[CH:20][C:19]([F:22])=[CH:18][CH:17]=1)[NH2:6])C.[C:23]([N:26]1[CH2:31][CH2:30][N:29]([CH2:32][C:33]([NH:35][NH2:36])=O)[CH2:28][CH2:27]1)(=[O:25])[CH3:24].C[O-].[Na+]. Product: [C:23]([N:26]1[CH2:31][CH2:30][N:29]([CH2:32][C:33]2[NH:6][C:5]([C:7]3[CH:8]=[C:9]4[C:13](=[CH:14][CH:15]=3)[NH:12][N:11]=[C:10]4[C:16]3[CH:21]=[CH:20][C:19]([F:22])=[CH:18][CH:17]=3)=[N:36][N:35]=2)[CH2:28][CH2:27]1)(=[O:25])[CH3:24]. The catalyst class is: 5.